This data is from Reaction yield outcomes from USPTO patents with 853,638 reactions. The task is: Predict the reaction yield, written as a fraction of the theoretical maximum amount of product (1.0 means a 100% yield; for example, 0.34 means a 34% yield). (1) The catalyst is C1COCC1. The product is [Cl:41][C:38]1[CH:37]=[CH:36][C:35]([CH2:34][C:29]2[CH:28]=[C:27]([C:12]([C@@H:3]3[O:4][C@H:5]4[O:6][C:7]([CH3:10])([CH3:11])[O:8][C@H:9]4[C@@H:2]3[OH:1])=[O:13])[CH:32]=[CH:31][C:30]=2[CH3:33])=[CH:40][CH:39]=1. The yield is 0.700. The reactants are [OH:1][C@H:2]1[C@H:9]2[C@H:5]([O:6][C:7]([CH3:11])([CH3:10])[O:8]2)[O:4][C@H:3]1[C:12](N1CCOCC1)=[O:13].C([Mg]Cl)(C)(C)C.Br[C:27]1[CH:32]=[CH:31][C:30]([CH3:33])=[C:29]([CH2:34][C:35]2[CH:40]=[CH:39][C:38]([Cl:41])=[CH:37][CH:36]=2)[CH:28]=1.C([Li])CCC. (2) The reactants are [Br:1][C:2]1[C:3]([C:7]2[CH:12]=[CH:11][C:10]([NH:13][C:14]([NH:16][C:17]3[CH:22]=[CH:21][CH:20]=[CH:19][CH:18]=3)=[O:15])=[CH:9][CH:8]=2)=[N:4][NH:5][CH:6]=1.[CH3:23][C:24](C)([O-:26])[CH3:25].[K+].O1CC[CH2:31][CH2:30]1.O1CCCC1Br. The catalyst is CN(C)C=O. The product is [Br:1][C:2]1[C:3]([C:7]2[CH:12]=[CH:11][C:10]([NH:13][C:14]([NH:16][C:17]3[CH:18]=[CH:19][CH:20]=[CH:21][CH:22]=3)=[O:15])=[CH:9][CH:8]=2)=[N:4][N:5]([CH2:23][CH:24]2[CH2:25][CH2:31][CH2:30][O:26]2)[CH:6]=1. The yield is 0.530. (3) The reactants are [H-].[Na+].[Cl:3][C:4]1[CH:5]=[C:6]([CH2:10][C:11]#[N:12])[CH:7]=[CH:8][CH:9]=1.C1OCCOCCOCCOCCOC1.[Na+].[I-].Cl[CH2:31][CH2:32][N:33]([CH2:41][CH2:42]Cl)[C:34](=[O:40])[O:35][C:36]([CH3:39])([CH3:38])[CH3:37].[NH4+].[Cl-]. The catalyst is CN(C=O)C.CCOC(C)=O. The product is [Cl:3][C:4]1[CH:5]=[C:6]([C:10]2([C:11]#[N:12])[CH2:42][CH2:41][N:33]([C:34]([O:35][C:36]([CH3:38])([CH3:37])[CH3:39])=[O:40])[CH2:32][CH2:31]2)[CH:7]=[CH:8][CH:9]=1. The yield is 0.798. (4) The reactants are [Cl:1][C:2]1[CH:16]=[CH:15][C:5]([CH2:6][S:7][CH:8]([C:12](=O)[CH3:13])[C:9](=O)[CH3:10])=[CH:4][CH:3]=1.O.[NH2:18][NH2:19].O. The catalyst is C(O)C.O.C1(C)C=CC(S(O)(=O)=O)=CC=1. The product is [Cl:1][C:2]1[CH:16]=[CH:15][C:5]([CH2:6][S:7][C:8]2[C:12]([CH3:13])=[N:18][NH:19][C:9]=2[CH3:10])=[CH:4][CH:3]=1. The yield is 0.720. (5) The reactants are CC1(C)[O:6][CH:5]([CH2:7][N:8]([C:13]2[N:18]=[C:17]([C:19]3[CH:24]=[CH:23][C:22]([O:25][C:26]4[CH:31]=[CH:30][C:29]([F:32])=[CH:28][CH:27]=4)=[CH:21][CH:20]=3)[N:16]=[C:15]([C:33]([NH2:35])=[O:34])[CH:14]=2)[S:9]([CH3:12])(=[O:11])=[O:10])[CH2:4][O:3]1.C(Cl)Cl.CO.Cl.O. The catalyst is O1CCOCC1. The product is [OH:6][CH:5]([CH2:4][OH:3])[CH2:7][N:8]([C:13]1[N:18]=[C:17]([C:19]2[CH:24]=[CH:23][C:22]([O:25][C:26]3[CH:31]=[CH:30][C:29]([F:32])=[CH:28][CH:27]=3)=[CH:21][CH:20]=2)[N:16]=[C:15]([C:33]([NH2:35])=[O:34])[CH:14]=1)[S:9]([CH3:12])(=[O:11])=[O:10]. The yield is 0.700. (6) The reactants are [C:1](=[O:19])([O:12][CH:13]1[CH2:18][CH2:17][O:16][CH2:15][CH2:14]1)OC1C=CC([N+]([O-])=O)=CC=1.[NH2:20][CH2:21][C@H:22]1[CH2:27][CH2:26][C@H:25]([CH2:28][NH:29][C:30]([C:32]2[C:41]3[C:36](=[CH:37][CH:38]=[CH:39][CH:40]=3)[N:35]=[C:34]([C:42]3[CH:43]=[N:44][C:45]([F:48])=[CH:46][CH:47]=3)[CH:33]=2)=[O:31])[CH2:24][CH2:23]1. The catalyst is C1COCC1. The product is [F:48][C:45]1[N:44]=[CH:43][C:42]([C:34]2[CH:33]=[C:32]([C:30]([NH:29][CH2:28][C@H:25]3[CH2:26][CH2:27][C@H:22]([CH2:21][NH:20][C:1](=[O:19])[O:12][CH:13]4[CH2:14][CH2:15][O:16][CH2:17][CH2:18]4)[CH2:23][CH2:24]3)=[O:31])[C:41]3[C:36](=[CH:37][CH:38]=[CH:39][CH:40]=3)[N:35]=2)=[CH:47][CH:46]=1. The yield is 0.570.